Dataset: Full USPTO retrosynthesis dataset with 1.9M reactions from patents (1976-2016). Task: Predict the reactants needed to synthesize the given product. (1) Given the product [Cl:1][C:2]1[C:3]([O:30][C@H:31]2[CH2:35][C:34]([F:37])([F:36])[CH2:33][C@@H:32]2[C:38]2[N:42]([CH3:43])[N:41]=[CH:40][CH:39]=2)=[CH:4][C:5]([F:29])=[C:6]([S:8]([NH:11][C:12]2[CH:17]=[CH:16][N:15]=[CH:14][N:13]=2)(=[O:9])=[O:10])[CH:7]=1, predict the reactants needed to synthesize it. The reactants are: [Cl:1][C:2]1[C:3]([O:30][C@H:31]2[CH2:35][C:34]([F:37])([F:36])[CH2:33][C@@H:32]2[C:38]2[N:42]([CH3:43])[N:41]=[CH:40][CH:39]=2)=[CH:4][C:5]([F:29])=[C:6]([S:8]([N:11](CC2C=CC(OC)=CC=2OC)[C:12]2[CH:17]=[CH:16][N:15]=[CH:14][N:13]=2)(=[O:10])=[O:9])[CH:7]=1.C([SiH](CC)CC)C.FC(F)(F)C(O)=O. (2) Given the product [Br:23][C:24]1[O:28][C:27]([C:29]([N:16]2[CH2:17][C:18](=[O:22])[NH:19][CH2:20]2)=[O:31])=[CH:26][C:25]=1[C:32]1[CH:37]=[CH:36][CH:35]=[C:34]([Cl:38])[CH:33]=1, predict the reactants needed to synthesize it. The reactants are: BrC1C=C(C([N:16]2C[CH2:20][NH:19][C:18](=[O:22])[CH2:17]2)=O)OC=1C1C=CC=C(Cl)C=1.[Br:23][C:24]1[O:28][C:27]([C:29]([OH:31])=O)=[CH:26][C:25]=1[C:32]1[CH:37]=[CH:36][CH:35]=[C:34]([Cl:38])[CH:33]=1.C(N(CC)C(C)C)(C)C.